Dataset: Full USPTO retrosynthesis dataset with 1.9M reactions from patents (1976-2016). Task: Predict the reactants needed to synthesize the given product. (1) Given the product [Cl:11][C:12]1[CH:13]=[CH:14][C:15]([C:18]2[CH:23]=[C:22]([C:24]([F:26])([F:25])[F:27])[N:21]=[C:20]([C:28]3[O:1][N:2]=[C:3]([C:5]4[CH:10]=[CH:9][N:8]=[CH:7][CH:6]=4)[N:4]=3)[N:19]=2)=[CH:16][CH:17]=1, predict the reactants needed to synthesize it. The reactants are: [OH:1][NH:2][C:3]([C:5]1[CH:10]=[CH:9][N:8]=[CH:7][CH:6]=1)=[NH:4].[Cl:11][C:12]1[CH:17]=[CH:16][C:15]([C:18]2[CH:23]=[C:22]([C:24]([F:27])([F:26])[F:25])[N:21]=[C:20]([C:28](O)=O)[N:19]=2)=[CH:14][CH:13]=1. (2) The reactants are: [CH3:1][C:2]([O:5][C:6]([NH:8][CH2:9][CH2:10][CH2:11][CH2:12][C@H:13]([NH:17][C:18]([O:20][C:21]([CH3:24])([CH3:23])[CH3:22])=[O:19])[C:14]([OH:16])=[O:15])=[O:7])([CH3:4])[CH3:3].CCN(C(C)C)[CH:28]([CH3:30])[CH3:29].CN(C(ON1N=[N:49][C:44]2[CH:45]=[CH:46][CH:47]=[CH:48][C:43]1=2)=[N+](C)C)C.F[P-](F)(F)(F)(F)F. Given the product [NH:17]([C:18]([O:20][C:21]([CH3:24])([CH3:23])[CH3:22])=[O:19])[C@H:13]([C:14]([OH:16])=[O:15])[CH2:12][CH2:11][CH2:10][CH2:9][NH:8][C:6]([O:5][C:2]([CH3:4])([CH3:3])[CH3:1])=[O:7].[N:17]1[C:13]2[C:14](=[CH:9][CH:10]=[CH:11][CH:12]=2)[C:28]([CH2:30][NH:49][CH2:44][CH2:45][CH2:46][CH2:47][CH2:48][CH3:43])=[CH:29][CH:18]=1, predict the reactants needed to synthesize it. (3) Given the product [CH2:12]([CH:14]([C:17]1[C:18]2[N:19]([C:24]([C:2]3[C:10]4[C:5](=[CH:6][N:7]=[CH:8][CH:9]=4)[S:4][C:3]=3[CH3:11])=[C:25]([CH3:27])[N:26]=2)[N:20]=[C:21]([CH3:23])[CH:22]=1)[CH2:15][CH3:16])[CH3:13], predict the reactants needed to synthesize it. The reactants are: Br[C:2]1[C:10]2[C:5](=[CH:6][N:7]=[CH:8][CH:9]=2)[S:4][C:3]=1[CH3:11].[CH2:12]([CH:14]([C:17]1[C:18]2[N:19]([C:24](I)=[C:25]([CH3:27])[N:26]=2)[N:20]=[C:21]([CH3:23])[CH:22]=1)[CH2:15][CH3:16])[CH3:13].